This data is from Reaction yield outcomes from USPTO patents with 853,638 reactions. The task is: Predict the reaction yield, written as a fraction of the theoretical maximum amount of product (1.0 means a 100% yield; for example, 0.34 means a 34% yield). (1) The reactants are [C:1]([OH:9])(=[O:8])[C:2]([CH2:4][C:5]([OH:7])=[O:6])=[CH2:3].[CH2:10](O)[CH2:11][CH2:12][CH3:13].O.[C:16]1(C)[CH:21]=CC(S(O)(=O)=O)=[CH:18][CH:17]=1. The catalyst is O. The product is [C:1]([O:9][CH2:21][CH2:16][CH2:17][CH3:18])(=[O:8])[C:2]([CH2:4][C:5]([O:7][CH2:10][CH2:11][CH2:12][CH3:13])=[O:6])=[CH2:3]. The yield is 0.974. (2) The reactants are Br[C:2]1[CH:7]=[CH:6][C:5]([C:8]2[N:9]([CH2:14][C@@H:15]3[CH2:19][CH2:18][N:17]([C:20]([CH:22]4[CH2:24][CH2:23]4)=[O:21])[CH2:16]3)[C:10](=[S:13])[NH:11][N:12]=2)=[CH:4][CH:3]=1.CC1(C)C(C)(C)OB([C:33]2[CH:34]=[CH:35][C:36]3[O:40][CH:39]=[CH:38][C:37]=3[CH:41]=2)O1.[O-]P([O-])([O-])=O.[K+].[K+].[K+]. The catalyst is CCO.C1C=CC([P]([Pd]([P](C2C=CC=CC=2)(C2C=CC=CC=2)C2C=CC=CC=2)([P](C2C=CC=CC=2)(C2C=CC=CC=2)C2C=CC=CC=2)[P](C2C=CC=CC=2)(C2C=CC=CC=2)C2C=CC=CC=2)(C2C=CC=CC=2)C2C=CC=CC=2)=CC=1. The product is [O:40]1[C:36]2[CH:35]=[CH:34][C:33]([C:2]3[CH:7]=[CH:6][C:5]([C:8]4[N:9]([CH2:14][C@@H:15]5[CH2:19][CH2:18][N:17]([C:20]([CH:22]6[CH2:24][CH2:23]6)=[O:21])[CH2:16]5)[C:10](=[S:13])[NH:11][N:12]=4)=[CH:4][CH:3]=3)=[CH:41][C:37]=2[CH:38]=[CH:39]1. The yield is 0.360.